From a dataset of Full USPTO retrosynthesis dataset with 1.9M reactions from patents (1976-2016). Predict the reactants needed to synthesize the given product. (1) Given the product [Zn+2:62].[CH2:1]([C:4]([C:11]1[CH:12]=[CH:13][C:14]([C:17]2[C:18]3[NH:22][C:21]([C:23]([C:55]4[CH:56]=[CH:57][C:58]([CH3:61])=[CH:59][CH:60]=4)=[C:24]4[N:54]=[C:27]([C:28]([C:47]5[CH:52]=[CH:51][C:50]([CH3:53])=[CH:49][CH:48]=5)=[C:29]5[NH:46][C:32](=[C:33]([C:39]6[CH:44]=[CH:43][C:42]([CH3:45])=[CH:41][CH:40]=6)[C:34]6[CH:35]=[CH:36][C:37]=2[N:38]=6)[CH:31]=[CH:30]5)[CH:26]=[CH:25]4)=[CH:20][CH:19]=3)=[CH:15][CH:16]=1)([CH2:8][CH:9]=[CH2:10])[CH2:5][CH:6]=[CH2:7])[CH:2]=[CH2:3], predict the reactants needed to synthesize it. The reactants are: [CH2:1]([C:4]([C:11]1[CH:16]=[CH:15][C:14]([C:17]2[C:18]3[NH:22][C:21]([C:23]([C:55]4[CH:60]=[CH:59][C:58]([CH3:61])=[CH:57][CH:56]=4)=[C:24]4[N:54]=[C:27]([C:28]([C:47]5[CH:52]=[CH:51][C:50]([CH3:53])=[CH:49][CH:48]=5)=[C:29]5[NH:46][C:32](=[C:33]([C:39]6[CH:44]=[CH:43][C:42]([CH3:45])=[CH:41][CH:40]=6)[C:34]6[CH:35]=[CH:36][C:37]=2[N:38]=6)[CH:31]=[CH:30]5)[CH:26]=[CH:25]4)=[CH:20][CH:19]=3)=[CH:13][CH:12]=1)([CH2:8][CH:9]=[CH2:10])[CH2:5][CH:6]=[CH2:7])[CH:2]=[CH2:3].[Zn:62](OC(C)=O)OC(C)=O.O.O. (2) Given the product [C:1]([C:3]1[CH:8]=[CH:7][C:6]([CH:9]([CH3:15])[C:10]([OH:12])=[O:11])=[CH:5][C:4]=1[O:16][CH3:17])#[N:2], predict the reactants needed to synthesize it. The reactants are: [C:1]([C:3]1[CH:8]=[CH:7][C:6]([CH:9]([CH3:15])[C:10]([O:12]CC)=[O:11])=[CH:5][C:4]=1[O:16][CH3:17])#[N:2].O1CCCC1.O.[OH-].[Na+]. (3) The reactants are: [CH3:1][C:2]([CH3:39])([CH3:38])[CH2:3][CH2:4][C@@:5]1([CH3:37])[C:14]2[C:9](=[CH:10][CH:11]=[CH:12][CH:13]=2)[C:8]([OH:15])=[C:7]([C:16]2[NH:21][C:20]3[CH:22]=[CH:23][C:24]([NH:26]C(=O)OC(C)(C)C)=[CH:25][C:19]=3[S:18](=[O:35])(=[O:34])[N:17]=2)[C:6]1=[O:36].[ClH:40]. Given the product [ClH:40].[NH2:26][C:24]1[CH:23]=[CH:22][C:20]2[NH:21][C:16]([C:7]3[C:6](=[O:36])[C@:5]([CH2:4][CH2:3][C:2]([CH3:1])([CH3:38])[CH3:39])([CH3:37])[C:14]4[C:9]([C:8]=3[OH:15])=[CH:10][CH:11]=[CH:12][CH:13]=4)=[N:17][S:18](=[O:35])(=[O:34])[C:19]=2[CH:25]=1, predict the reactants needed to synthesize it. (4) Given the product [C:1]([C:3]1[CH:4]=[C:5]([CH:9]=[CH:10][CH:11]=1)[C:6]([N:14]([CH2:15][CH3:16])[CH2:12][CH3:13])=[O:7])#[CH:2], predict the reactants needed to synthesize it. The reactants are: [C:1]([C:3]1[CH:4]=[C:5]([CH:9]=[CH:10][CH:11]=1)[C:6](Cl)=[O:7])#[CH:2].[CH2:12]([NH:14][CH2:15][CH3:16])[CH3:13]. (5) Given the product [NH2:1][C:2]1[N:6]([C:7]2[CH:8]=[CH:9][CH:10]=[CH:11][CH:12]=2)[N:5]=[CH:4][C:3]=1[C:13]1[O:15][N:48]=[C:39]([C:40]2[CH:45]=[CH:44][C:43]([CH2:46][OH:47])=[CH:42][CH:41]=2)[N:38]=1, predict the reactants needed to synthesize it. The reactants are: [NH2:1][C:2]1[N:6]([C:7]2[CH:12]=[CH:11][CH:10]=[CH:9][CH:8]=2)[N:5]=[CH:4][C:3]=1[C:13]([OH:15])=O.C1C=CC2N(O)N=NC=2C=1.CCN=C=NCCCN(C)C.O[NH:38][C:39](=[NH:48])[C:40]1[CH:45]=[CH:44][C:43]([CH2:46][OH:47])=[CH:42][CH:41]=1. (6) Given the product [S:9]1[C:13]2[CH:14]=[CH:15][CH:16]=[CH:17][C:12]=2[CH:11]=[C:10]1[C:18]([NH:19][C:20]1([C:21]([NH:1][C@H:2]([CH2:7][OH:8])[CH2:3][CH2:4][S:5][CH3:6])=[O:23])[CH2:28][CH2:27][CH2:26][CH2:25][CH2:24]1)=[O:22], predict the reactants needed to synthesize it. The reactants are: [NH2:1][C@H:2]([CH2:7][OH:8])[CH2:3][CH2:4][S:5][CH3:6].[S:9]1[C:13]2[CH:14]=[CH:15][CH:16]=[CH:17][C:12]=2[CH:11]=[C:10]1[C:18]1[O:22][C:21](=[O:23])[C:20]2([CH2:28][CH2:27][CH2:26][CH2:25][CH2:24]2)[N:19]=1.O. (7) Given the product [NH2:21][CH2:20][C:17]1([C:11]2[N:10]=[C:9]([NH:22][CH2:23][C:24]3[CH:29]=[CH:28][CH:27]=[CH:26][N:25]=3)[C:8]3[C:13](=[CH:14][CH:15]=[CH:16][C:7]=3[C:1]3[CH:6]=[CH:5][CH:4]=[CH:3][CH:2]=3)[N:12]=2)[CH2:18][CH2:19]1, predict the reactants needed to synthesize it. The reactants are: [C:1]1([C:7]2[CH:16]=[CH:15][CH:14]=[C:13]3[C:8]=2[C:9]([NH:22][CH2:23][C:24]2[CH:29]=[CH:28][CH:27]=[CH:26][N:25]=2)=[N:10][C:11]([C:17]2([C:20]#[N:21])[CH2:19][CH2:18]2)=[N:12]3)[CH:6]=[CH:5][CH:4]=[CH:3][CH:2]=1. (8) Given the product [CH3:1][O:2][C:3]1[CH:8]=[CH:7][N:6]=[C:5]([NH:9][C:20](=[O:21])[O:22][C:23]([CH3:26])([CH3:25])[CH3:24])[CH:4]=1, predict the reactants needed to synthesize it. The reactants are: [CH3:1][O:2][C:3]1[CH:8]=[CH:7][N:6]=[C:5]([NH2:9])[CH:4]=1.C[Si](C)(C)[N-][Si](C)(C)C.[Li+].[C:20](O[C:20]([O:22][C:23]([CH3:26])([CH3:25])[CH3:24])=[O:21])([O:22][C:23]([CH3:26])([CH3:25])[CH3:24])=[O:21].O.